This data is from Reaction yield outcomes from USPTO patents with 853,638 reactions. The task is: Predict the reaction yield, written as a fraction of the theoretical maximum amount of product (1.0 means a 100% yield; for example, 0.34 means a 34% yield). (1) The reactants are [CH:1]1([CH2:4][OH:5])[CH2:3][CH2:2]1.[H-].[Na+].F[C:9]1[CH:14]=[C:13]([F:15])[CH:12]=[CH:11][C:10]=1[N+:16]([O-:18])=[O:17]. The catalyst is C1COCC1. The product is [CH:1]1([CH2:4][O:5][C:9]2[CH:14]=[C:13]([F:15])[CH:12]=[CH:11][C:10]=2[N+:16]([O-:18])=[O:17])[CH2:3][CH2:2]1. The yield is 0.860. (2) The reactants are [Cl:1][C:2]1[CH:3]=[CH:4][C:5]([NH:8][C:9](=[O:34])[C:10]2[CH:15]=[CH:14][CH:13]=[CH:12][C:11]=2[NH:16][C:17]([O:19][CH:20]([CH:28]2[CH2:33][CH2:32][NH:31][CH2:30][CH2:29]2)C(OC(C)(C)C)=O)=[O:18])=[N:6][CH:7]=1.[F:35][C:36]([F:41])([F:40])[C:37]([O-:39])=[O:38]. No catalyst specified. The product is [F:35][C:36]([F:41])([F:40])[C:37]([OH:39])=[O:38].[Cl:1][C:2]1[CH:3]=[CH:4][C:5]([NH:8][C:9](=[O:34])[C:10]2[CH:15]=[CH:14][CH:13]=[CH:12][C:11]=2[NH:16][C:17]([O:19][CH2:20][CH:28]2[CH2:33][CH2:32][NH:31][CH2:30][CH2:29]2)=[O:18])=[N:6][CH:7]=1. The yield is 0.990. (3) The reactants are [Cl:1][C:2]1[CH:10]=[C:9]2[C:5]([CH:6]=[CH:7][NH:8]2)=[CH:4][C:3]=1B1OCC(C)(C)CO1.[C:19](=O)([O-])[O-:20].[K+].[K+].Br[C:26]1[CH:31]=[CH:30][C:29]([C:32]2([CH2:35][OH:36])[CH2:34][CH2:33]2)=[CH:28][CH:27]=1. The catalyst is O1CCOCC1.CN(C=O)C.O.C1C=CC(P(C2C=CC=CC=2)[C-]2C=CC=C2)=CC=1.C1C=CC(P(C2C=CC=CC=2)[C-]2C=CC=C2)=CC=1.Cl[Pd]Cl.[Fe+2]. The product is [Cl:1][C:2]1[CH:10]=[C:9]2[C:5]([C:6]([CH:19]=[O:20])=[CH:7][NH:8]2)=[CH:4][C:3]=1[C:26]1[CH:31]=[CH:30][C:29]([C:32]2([CH2:35][OH:36])[CH2:34][CH2:33]2)=[CH:28][CH:27]=1. The yield is 0.900. (4) The reactants are [OH:1][CH2:2][C:3]1[CH:4]=[C:5]([CH:10]=[CH:11][CH:12]=1)[C:6]([O:8][CH3:9])=[O:7].C(N(CC)[P:16]([O:22][C:23]([CH3:26])([CH3:25])[CH3:24])[O:17][C:18]([CH3:21])([CH3:20])[CH3:19])C.CC1NN=NN=1.ClC1C=C(C=CC=1)C(OO)=[O:40]. The catalyst is C1COCC1.C(OCC)(=O)C. The product is [C:23]([O:22][P:16]([O:1][CH2:2][C:3]1[CH:4]=[C:5]([CH:10]=[CH:11][CH:12]=1)[C:6]([O:8][CH3:9])=[O:7])([O:17][C:18]([CH3:19])([CH3:20])[CH3:21])=[O:40])([CH3:24])([CH3:25])[CH3:26]. The yield is 0.810. (5) The reactants are [NH:1]1[CH:5]=[C:4]([C:6]2[CH:11]=[C:10]([C:12]([NH2:14])=[O:13])[CH:9]=[CH:8][N:7]=2)[N:3]=[CH:2]1.Br[CH2:16][CH2:17][C:18]1[CH:23]=[CH:22][CH:21]=[CH:20][C:19]=1[Cl:24].C([O-])([O-])=O.[K+].[K+]. The catalyst is CN(C=O)C. The product is [Cl:24][C:19]1[CH:20]=[CH:21][CH:22]=[CH:23][C:18]=1[CH2:17][CH2:16][N:1]1[CH:5]=[C:4]([C:6]2[CH:11]=[C:10]([C:12]([NH2:14])=[O:13])[CH:9]=[CH:8][N:7]=2)[N:3]=[CH:2]1. The yield is 0.330. (6) The reactants are Br[C:2]1[CH:7]=[CH:6][C:5]([C:8]2([OH:15])[CH2:13][CH2:12][N:11]([CH3:14])[CH2:10][CH2:9]2)=[CH:4][CH:3]=1.[C:16](=[NH:29])([C:23]1[CH:28]=[CH:27][CH:26]=[CH:25][CH:24]=1)[C:17]1[CH:22]=[CH:21][CH:20]=[CH:19][CH:18]=1.C(=O)([O-])[O-].[Cs+].[Cs+].CC1(C)C2C(=C(P(C3C=CC=CC=3)C3C=CC=CC=3)C=CC=2)OC2C(P(C3C=CC=CC=3)C3C=CC=CC=3)=CC=CC1=2. The catalyst is O1CCOCC1.C1C=CC(/C=C/C(/C=C/C2C=CC=CC=2)=O)=CC=1.C1C=CC(/C=C/C(/C=C/C2C=CC=CC=2)=O)=CC=1.C1C=CC(/C=C/C(/C=C/C2C=CC=CC=2)=O)=CC=1.[Pd].[Pd].C(Cl)Cl. The product is [C:16](=[N:29][C:2]1[CH:7]=[CH:6][C:5]([C:8]2([OH:15])[CH2:13][CH2:12][N:11]([CH3:14])[CH2:10][CH2:9]2)=[CH:4][CH:3]=1)([C:23]1[CH:24]=[CH:25][CH:26]=[CH:27][CH:28]=1)[C:17]1[CH:22]=[CH:21][CH:20]=[CH:19][CH:18]=1. The yield is 0.800.